Dataset: Catalyst prediction with 721,799 reactions and 888 catalyst types from USPTO. Task: Predict which catalyst facilitates the given reaction. (1) Reactant: [CH:1]1([CH2:4][N:5]2[CH2:30][CH2:29][C@:12]34[C:13]5[C:14]6[O:28][C@H:11]3C(=O)[CH2:9][CH2:8][C@@:7]4([OH:32])[C@H:6]2[CH2:19][C:18]=5[CH:17]=[CH:16][C:15]=6[O:20][CH2:21][C:22]2[CH:27]=[CH:26][CH:25]=[CH:24][CH:23]=2)[CH2:3][CH2:2]1.[CH:33]([O:38][CH3:39])([O:36][CH3:37])OC.S(=O)(=O)(O)O.[NH4+].[OH-]. Product: [CH:1]1([CH2:4][N:5]2[CH2:30][CH2:29][C@:12]34[C:13]5[C:14]6[O:28][C@H:11]3[C:33]([O:36][CH3:37])([O:38][CH3:39])[CH2:9][CH2:8][C@@:7]4([OH:32])[C@H:6]2[CH2:19][C:18]=5[CH:17]=[CH:16][C:15]=6[O:20][CH2:21][C:22]2[CH:27]=[CH:26][CH:25]=[CH:24][CH:23]=2)[CH2:3][CH2:2]1. The catalyst class is: 5. (2) Reactant: [CH3:1][C:2]1O[CH:7]=[CH:6][C:4](=[O:5])[C:3]=1[OH:9].[NH2:10][N:11]1[CH2:16][CH2:15][CH2:14][CH2:13][CH2:12]1. Product: [N:11]1([N:10]2[CH:7]=[CH:6][C:4](=[O:5])[C:3]([OH:9])=[C:2]2[CH3:1])[CH2:16][CH2:15][CH2:14][CH2:13][CH2:12]1. The catalyst class is: 6. (3) Reactant: [OH:1][C:2]1[CH:7]=[CH:6][C:5]([OH:8])=[CH:4][C:3]=1[C:9](=O)[CH3:10].Cl.[NH2:13][OH:14].C(OCC)(=O)C.O. Product: [OH:1][C:2]1[CH:7]=[CH:6][C:5]([OH:8])=[CH:4][C:3]=1[C:9](=[N:13][OH:14])[CH3:10]. The catalyst class is: 8. (4) Reactant: [C:1]([O:5][C:6](=[O:23])[NH:7][C@H:8]1[CH2:13][CH2:12][C@@H:11]([NH:14][C:15]2[CH:20]=[CH:19][C:18]([Cl:21])=[CH:17][C:16]=2[NH2:22])[CH2:10][CH2:9]1)([CH3:4])([CH3:3])[CH3:2].[OH:24][C:25]([CH3:30])([CH3:29])[C:26](O)=O.Cl.[OH-].[NH4+].C(OC(OC(OC(C)(C)C)=O)=O)(C)(C)C. Product: [C:1]([O:5][C:6](=[O:23])[NH:7][CH:8]1[CH2:13][CH2:12][CH:11]([N:14]2[C:15]3[CH:20]=[CH:19][C:18]([Cl:21])=[CH:17][C:16]=3[N:22]=[C:26]2[C:25]([OH:24])([CH3:30])[CH3:29])[CH2:10][CH2:9]1)([CH3:4])([CH3:2])[CH3:3]. The catalyst class is: 90. (5) Reactant: [Br:1][C:2]1[CH:10]=[C:9]2[C:5]([CH2:6][C:7](=[O:11])[NH:8]2)=[CH:4][CH:3]=1.[Cl-].[Cl-].[Cl-].[Al+3].[Cl:16][CH2:17][C:18](Cl)=[O:19]. Product: [Br:1][C:2]1[CH:10]=[C:9]2[C:5]([CH2:6][C:7](=[O:11])[NH:8]2)=[CH:4][C:3]=1[C:18](=[O:19])[CH2:17][Cl:16]. The catalyst class is: 68.